Predict the product of the given reaction. From a dataset of Forward reaction prediction with 1.9M reactions from USPTO patents (1976-2016). (1) Given the reactants [O:1]=[C:2]1[CH:6]([NH:7][C:8]2[CH:13]=[CH:12][C:11]([NH:14][C:15](=[O:21])[O:16][C:17]([CH3:20])([CH3:19])[CH3:18])=[CH:10][CH:9]=2)[CH2:5][CH2:4][O:3]1.C=O.[C:24](O[BH-](OC(=O)C)OC(=O)C)(=O)C.[Na+], predict the reaction product. The product is: [NH2:14][C:11]1[CH:10]=[CH:9][C:8]([N:7]([CH3:24])[CH:6]2[CH2:5][CH2:4][O:3][C:2]2=[O:1])=[CH:13][CH:12]=1.[CH3:24][N:7]([CH:6]1[CH2:5][CH2:4][O:3][C:2]1=[O:1])[C:8]1[CH:9]=[CH:10][C:11]([NH:14][C:15](=[O:21])[O:16][C:17]([CH3:18])([CH3:20])[CH3:19])=[CH:12][CH:13]=1. (2) Given the reactants [CH3:1][N:2]1[C:10]2[C:5](=[CH:6][CH:7]=[CH:8][CH:9]=2)[C:4]([C:11]2[C:12](=[O:33])N(C)[C:14](=[O:31])[C:15]=2[C:16]2[CH:21]=[CH:20][CH:19]=[C:18]([O:22][CH2:23][CH2:24][N:25]3[CH2:30][CH2:29][O:28][CH2:27][CH2:26]3)[CH:17]=2)=[CH:3]1.[OH-:34].[K+], predict the reaction product. The product is: [CH3:1][N:2]1[C:10]2[C:5](=[CH:6][CH:7]=[CH:8][CH:9]=2)[C:4]([C:11]2[C:12](=[O:34])[O:33][C:14](=[O:31])[C:15]=2[C:16]2[CH:21]=[CH:20][CH:19]=[C:18]([O:22][CH2:23][CH2:24][N:25]3[CH2:26][CH2:27][O:28][CH2:29][CH2:30]3)[CH:17]=2)=[CH:3]1. (3) Given the reactants [S:1]1[C:5]2[CH:6]=[CH:7][CH:8]=[CH:9][C:4]=2[N:3]=[C:2]1[C:10]1[C:11]([NH2:17])=[N:12][CH:13]=[C:14](Br)[CH:15]=1.[C:18]([NH:25][CH2:26][C:27]#[CH:28])([O:20][C:21]([CH3:24])([CH3:23])[CH3:22])=[O:19].CCN(CC)CC, predict the reaction product. The product is: [C:21]([O:20][C:18](=[O:19])[NH:25][CH2:26][C:27]#[C:28][C:14]1[CH:13]=[N:12][C:11]([NH2:17])=[C:10]([C:2]2[S:1][C:5]3[CH:6]=[CH:7][CH:8]=[CH:9][C:4]=3[N:3]=2)[CH:15]=1)([CH3:24])([CH3:23])[CH3:22]. (4) Given the reactants [Cl:1][C:2]1[CH:7]=[CH:6][C:5]([C:8]2[C:9]([CH2:17][O:18][C:19]3[C:24]([F:25])=[CH:23][C:22]([CH2:26][CH2:27][C:28](OCC)=[O:29])=[CH:21][C:20]=3[F:33])=[C:10]([C:13]([F:16])([F:15])[F:14])[S:11][CH:12]=2)=[CH:4][CH:3]=1.[H-].[H-].[H-].[H-].[Li+].[Al+3], predict the reaction product. The product is: [Cl:1][C:2]1[CH:3]=[CH:4][C:5]([C:8]2[C:9]([CH2:17][O:18][C:19]3[C:20]([F:33])=[CH:21][C:22]([CH2:26][CH2:27][CH2:28][OH:29])=[CH:23][C:24]=3[F:25])=[C:10]([C:13]([F:16])([F:14])[F:15])[S:11][CH:12]=2)=[CH:6][CH:7]=1. (5) Given the reactants [C:1]([C:3]1[CH:4]=[N:5][N:6]2[C:11]([C:12]([F:15])([F:14])[F:13])=[CH:10][C:9]([C:16]3[CH:21]=[CH:20][C:19]([C:22]([F:25])([F:24])[F:23])=[CH:18][CH:17]=3)=[N:8][C:7]=12)#[CH:2].Br[C:27]1[C:28]([CH3:33])=[N:29][CH:30]=[CH:31][CH:32]=1, predict the reaction product. The product is: [CH3:33][C:28]1[C:27]([C:2]#[C:1][C:3]2[CH:4]=[N:5][N:6]3[C:11]([C:12]([F:14])([F:13])[F:15])=[CH:10][C:9]([C:16]4[CH:21]=[CH:20][C:19]([C:22]([F:25])([F:24])[F:23])=[CH:18][CH:17]=4)=[N:8][C:7]=23)=[CH:32][CH:31]=[CH:30][N:29]=1. (6) Given the reactants Cl[C:2]1[N:3]=[N:4][CH:5]=[C:6]([C:8]([N:10]2[CH2:15][CH2:14][CH2:13][CH:12]([C:16]3[CH:21]=[CH:20][C:19]([O:22][CH3:23])=[CH:18][C:17]=3[C:24]([F:27])([F:26])[F:25])[CH2:11]2)=[O:9])[CH:7]=1.[CH3:28][NH2:29], predict the reaction product. The product is: [CH3:23][O:22][C:19]1[CH:20]=[CH:21][C:16]([CH:12]2[CH2:13][CH2:14][CH2:15][N:10]([C:8]([C:6]3[CH:7]=[C:2]([NH:29][CH3:28])[N:3]=[N:4][CH:5]=3)=[O:9])[CH2:11]2)=[C:17]([C:24]([F:27])([F:26])[F:25])[CH:18]=1. (7) The product is: [Br:11][CH2:8][C:5]1[CH:6]=[CH:7][C:2]([Cl:1])=[C:3]([O:9][CH3:10])[CH:4]=1. Given the reactants [Cl:1][C:2]1[CH:7]=[CH:6][C:5]([CH3:8])=[CH:4][C:3]=1[O:9][CH3:10].[Br:11]N1C(=O)CCC1=O.C(OOC(=O)C1C=CC=CC=1)(=O)C1C=CC=CC=1, predict the reaction product. (8) Given the reactants [Cl:1][C:2]1[CH:7]=[C:6]([C:8]([C:10]([F:13])([F:12])[F:11])=[CH2:9])[CH:5]=[C:4]([C:14]([F:17])([F:16])[F:15])[CH:3]=1.C(=O)([O-])[O-].[K+].[K+].C(N(CC)CC)C.Cl/[C:32](/[C:35]1[CH:47]=[CH:46][C:38]([C:39]([O:41][C:42]([CH3:45])([CH3:44])[CH3:43])=[O:40])=[C:37]([CH3:48])[CH:36]=1)=[N:33]\[OH:34], predict the reaction product. The product is: [Cl:1][C:2]1[CH:7]=[C:6]([C:8]2([C:10]([F:11])([F:12])[F:13])[O:34][N:33]=[C:32]([C:35]3[CH:47]=[CH:46][C:38]([C:39]([O:41][C:42]([CH3:43])([CH3:44])[CH3:45])=[O:40])=[C:37]([CH3:48])[CH:36]=3)[CH2:9]2)[CH:5]=[C:4]([C:14]([F:15])([F:16])[F:17])[CH:3]=1. (9) The product is: [C:3]1([N:2]([CH3:1])[C:19](=[O:21])[C:18]2[CH:22]=[C:23]([CH:26]=[O:27])[CH:24]=[CH:25][C:17]=2[O:16][CH2:9][C:10]2[CH:11]=[CH:12][CH:13]=[CH:14][CH:15]=2)[CH:8]=[CH:7][CH:6]=[CH:5][CH:4]=1. Given the reactants [CH3:1][NH:2][C:3]1[CH:8]=[CH:7][CH:6]=[CH:5][CH:4]=1.[CH2:9]([O:16][C:17]1[CH:25]=[CH:24][C:23]([CH:26]=[O:27])=[CH:22][C:18]=1[C:19]([OH:21])=O)[C:10]1[CH:15]=[CH:14][CH:13]=[CH:12][CH:11]=1.ON1C2N=CC=CC=2N=N1.CN1CCOCC1.Cl.CN(C)CCCN=C=NCC, predict the reaction product. (10) Given the reactants C([O:3][CH:4]1[CH2:7][CH:6]([NH:8][C:9]2[C:14]([C:15]#[N:16])=[CH:13][N:12]=[C:11]([S:17][CH3:18])[N:10]=2)[C:5]1([CH3:20])[CH3:19])C.BrB(Br)Br, predict the reaction product. The product is: [OH:3][CH:4]1[CH2:7][CH:6]([NH:8][C:9]2[C:14]([C:15]#[N:16])=[CH:13][N:12]=[C:11]([S:17][CH3:18])[N:10]=2)[C:5]1([CH3:20])[CH3:19].